This data is from Peptide-MHC class II binding affinity with 134,281 pairs from IEDB. The task is: Regression. Given a peptide amino acid sequence and an MHC pseudo amino acid sequence, predict their binding affinity value. This is MHC class II binding data. (1) The peptide sequence is FDHDILPDKFYEEFC. The MHC is H-2-IAb with pseudo-sequence H-2-IAb. The binding affinity (normalized) is 0. (2) The peptide sequence is DKCPSTGEAHLAEEN. The MHC is DRB1_0901 with pseudo-sequence DRB1_0901. The binding affinity (normalized) is 0.327. (3) The peptide sequence is SYNKRVFCEAVRRVA. The MHC is DRB3_0202 with pseudo-sequence DRB3_0202. The binding affinity (normalized) is 0.0794. (4) The peptide sequence is YDKFLANVSTVLTGT. The MHC is DRB1_0401 with pseudo-sequence DRB1_0401. The binding affinity (normalized) is 0.624. (5) The peptide sequence is AFNLDGDNLFPKV. The MHC is DRB3_0101 with pseudo-sequence DRB3_0101. The binding affinity (normalized) is 0.847.